Dataset: Catalyst prediction with 721,799 reactions and 888 catalyst types from USPTO. Task: Predict which catalyst facilitates the given reaction. (1) The catalyst class is: 4. Product: [C:1]([O:5][C:6](=[O:15])[NH:7][C:8]1[CH:13]=[CH:12][CH:11]=[C:10]([NH:14][CH:20]2[CH2:21][CH2:22][N:17]([CH3:16])[CH2:18][CH2:19]2)[CH:9]=1)([CH3:4])([CH3:2])[CH3:3]. Reactant: [C:1]([O:5][C:6](=[O:15])[NH:7][C:8]1[CH:13]=[CH:12][CH:11]=[C:10]([NH2:14])[CH:9]=1)([CH3:4])([CH3:3])[CH3:2].[CH3:16][N:17]1[CH2:22][CH2:21][C:20](=O)[CH2:19][CH2:18]1.C(O[BH-](OC(=O)C)OC(=O)C)(=O)C.[Na+].C(O)(=O)C. (2) Reactant: [SH:1][C:2]1[N:7]=[CH:6][CH:5]=[CH:4][N:3]=1.[H-].[Na+].F[C:11]1[C:12]([CH:25]=[O:26])=[CH:13][C:14]2[C:15]([CH3:24])([CH3:23])[CH2:16][CH2:17][C:18]([CH3:22])([CH3:21])[C:19]=2[CH:20]=1. Product: [CH3:21][C:18]1([CH3:22])[CH2:17][CH2:16][C:15]([CH3:23])([CH3:24])[C:14]2[CH:13]=[C:12]([CH:25]=[O:26])[C:11]([S:1][C:2]3[N:7]=[CH:6][CH:5]=[CH:4][N:3]=3)=[CH:20][C:19]1=2. The catalyst class is: 9. (3) Reactant: [S:1]1[C:5]2[CH:6]=[CH:7][CH:8]=[CH:9][C:4]=2[C:3]([CH2:10][C:11]([OH:13])=O)=[CH:2]1.O.O[N:16]1C2C=CC=CC=2N=N1.Cl.CN(C)CCCN=C=NCC.[CH3:37][C:38]1([C:44]2[CH:45]=[C:46]([NH:50][S:51]([CH3:54])(=[O:53])=[O:52])[CH:47]=[CH:48][CH:49]=2)[CH:43]2[CH:39]1[CH2:40][NH:41][CH2:42]2.C(N(CC)CC)C. Product: [NH3:16].[S:1]1[C:5]2[CH:6]=[CH:7][CH:8]=[CH:9][C:4]=2[C:3]([CH2:10][C:11]([N:41]2[CH2:42][CH:43]3[CH:39]([C:38]3([C:44]3[CH:45]=[C:46]([NH:50][S:51]([CH3:54])(=[O:53])=[O:52])[CH:47]=[CH:48][CH:49]=3)[CH3:37])[CH2:40]2)=[O:13])=[CH:2]1. The catalyst class is: 9. (4) Reactant: [F:1][C:2]1[CH:3]=[C:4]2[C:9](=[C:10]([O:21]C)[C:11]=1[N:12]1[CH2:17][CH2:16][CH:15]([C:18]([OH:20])=[O:19])[CH2:14][CH2:13]1)[N:8]([CH2:23][C:24]([F:27])([F:26])[F:25])[CH:7]=[C:6]([C:28]([NH:30][CH2:31][C:32]1[CH:37]=[CH:36][C:35]([O:38][C:39]([F:42])([F:41])[F:40])=[CH:34][C:33]=1[CH3:43])=[O:29])[C:5]2=[O:44].C[Si](I)(C)C.C(O)C.N1C=CC=CC=1. Product: [F:1][C:2]1[CH:3]=[C:4]2[C:9](=[C:10]([OH:21])[C:11]=1[N:12]1[CH2:17][CH2:16][CH:15]([C:18]([OH:20])=[O:19])[CH2:14][CH2:13]1)[N:8]([CH2:23][C:24]([F:25])([F:26])[F:27])[CH:7]=[C:6]([C:28]([NH:30][CH2:31][C:32]1[CH:37]=[CH:36][C:35]([O:38][C:39]([F:40])([F:41])[F:42])=[CH:34][C:33]=1[CH3:43])=[O:29])[C:5]2=[O:44]. The catalyst class is: 4.